This data is from Forward reaction prediction with 1.9M reactions from USPTO patents (1976-2016). The task is: Predict the product of the given reaction. (1) Given the reactants C1(CCCN)C=CC=CC=1.[CH2:11]1[C:19]2[C:14](=[CH:15][CH:16]=[CH:17][CH:18]=2)[CH2:13][N:12]1[C:20]([NH:22][CH2:23][CH2:24][CH2:25][CH2:26][CH2:27][C:28]([OH:30])=O)=[O:21].[CH2:31]1[C:39]2[C:34](=[CH:35]C=CC=2)[CH2:33][N:32]1C(NC1C=CC(C(O)=O)=CC=1)=O, predict the reaction product. The product is: [CH3:33][CH:34]([CH3:35])[CH2:39][CH2:31][NH:32][C:28](=[O:30])[CH2:27][CH2:26][CH2:25][CH2:24][CH2:23][NH:22][C:20]([N:12]1[CH2:11][C:19]2[C:14](=[CH:15][CH:16]=[CH:17][CH:18]=2)[CH2:13]1)=[O:21]. (2) Given the reactants [OH:1][C:2]1[CH:7]=[CH:6][C:5]([N:8]2[C:13](=[O:14])[C:12]([CH2:15][C:16]3[CH:21]=[CH:20][C:19]([C:22]4[C:23]([C:28]#[N:29])=[CH:24][CH:25]=[CH:26][CH:27]=4)=[CH:18][CH:17]=3)=[C:11]([CH2:30][CH2:31][CH3:32])[N:10]=[C:9]2[CH3:33])=[CH:4][CH:3]=1.[O:34]1[CH2:39][CH2:38][CH2:37][CH2:36][CH:35]1[O:40][CH:41]1[CH2:46][CH2:45][CH:44](O)[CH2:43][CH2:42]1.C1(P(C2C=CC=CC=2)C2C=CC=CC=2)C=CC=CC=1.[N:68]([C:69]([O:71]C(C)C)=[O:70])=[N:68][C:69]([O:71]C(C)C)=[O:70].Cl.NO.C(=O)([O-])O.[Na+], predict the reaction product. The product is: [CH3:33][C:9]1[N:8]([C:5]2[CH:4]=[CH:3][C:2]([O:1][CH:44]3[CH2:45][CH2:46][CH:41]([O:40][CH:35]4[CH2:36][CH2:37][CH2:38][CH2:39][O:34]4)[CH2:42][CH2:43]3)=[CH:7][CH:6]=2)[C:13](=[O:14])[C:12]([CH2:15][C:16]2[CH:21]=[CH:20][C:19]([C:22]3[CH:27]=[CH:26][CH:25]=[CH:24][C:23]=3[C:28]3[NH:68][C:69](=[O:70])[O:71][N:29]=3)=[CH:18][CH:17]=2)=[C:11]([CH2:30][CH2:31][CH3:32])[N:10]=1. (3) Given the reactants Cl[C:2]1[N:10]=[C:9]2[C:5]([N:6]([CH2:18][O:19][CH2:20][CH2:21][Si:22]([CH3:25])([CH3:24])[CH3:23])[C:7](=[O:17])[N:8]2[CH:11]2[CH2:16][CH2:15][O:14][CH2:13][CH2:12]2)=[CH:4][N:3]=1.[CH3:26][O:27][C:28]1[C:33]([NH2:34])=[CH:32][CH:31]=[CH:30][N:29]=1.C(=O)([O-])[O-].[Cs+].[Cs+].CC1(C)C2C=CC=C(P(C3C=CC=CC=3)C3C=CC=CC=3)C=2OC2C1=CC=CC=2P(C1C=CC=CC=1)C1C=CC=CC=1, predict the reaction product. The product is: [CH3:26][O:27][C:28]1[C:33]([NH:34][C:2]2[N:10]=[C:9]3[C:5]([N:6]([CH2:18][O:19][CH2:20][CH2:21][Si:22]([CH3:25])([CH3:24])[CH3:23])[C:7](=[O:17])[N:8]3[CH:11]3[CH2:16][CH2:15][O:14][CH2:13][CH2:12]3)=[CH:4][N:3]=2)=[CH:32][CH:31]=[CH:30][N:29]=1.